From a dataset of Reaction yield outcomes from USPTO patents with 853,638 reactions. Predict the reaction yield, written as a fraction of the theoretical maximum amount of product (1.0 means a 100% yield; for example, 0.34 means a 34% yield). (1) The reactants are [Cl:1][C:2]1[N:7]=[C:6]([NH:8][CH:9]([CH2:12][CH3:13])[CH2:10][CH3:11])[C:5]([NH2:14])=[CH:4][CH:3]=1.C1N=CN([C:20](N2C=NC=C2)=[O:21])C=1. The catalyst is C1COCC1. The product is [Cl:1][C:2]1[N:7]=[C:6]2[N:8]([CH:9]([CH2:12][CH3:13])[CH2:10][CH3:11])[C:20]([OH:21])=[N:14][C:5]2=[CH:4][CH:3]=1. The yield is 0.650. (2) The reactants are [NH4+].[Cl-].[Cl:3][C:4]1[CH:5]=[C:6]([CH:12]([C:36]([F:39])([F:38])[F:37])/[CH:13]=[CH:14]/[C:15]2[CH:32]=[CH:31][C:18]([C:19]([NH:21][CH2:22][C:23](=[O:30])[NH:24][CH2:25][C:26]([F:29])([F:28])[F:27])=[O:20])=[C:17]([N+:33]([O-])=O)[CH:16]=2)[CH:7]=[C:8]([Cl:11])[C:9]=1[F:10].O. The catalyst is CCO.[Fe]. The product is [NH2:33][C:17]1[CH:16]=[C:15](/[CH:14]=[CH:13]/[CH:12]([C:6]2[CH:7]=[C:8]([Cl:11])[C:9]([F:10])=[C:4]([Cl:3])[CH:5]=2)[C:36]([F:37])([F:38])[F:39])[CH:32]=[CH:31][C:18]=1[C:19]([NH:21][CH2:22][C:23](=[O:30])[NH:24][CH2:25][C:26]([F:27])([F:28])[F:29])=[O:20]. The yield is 0.810. (3) The catalyst is C1COCC1. The reactants are C(NC(C)C)(C)C.C([Li])CCC.[CH3:13][O:14][C:15]([N:17]1[CH2:22][CH2:21][C:20](=[O:23])[N:19]([CH3:24])[C@@H:18]1[C:25]([CH3:28])([CH3:27])[CH3:26])=[O:16].[F:29][C:30]1[CH:35]=[C:34]([F:36])[CH:33]=[CH:32][C:31]=1[CH2:37][C@@H:38]([CH2:41]I)[CH2:39][CH3:40]. The yield is 0.460. The product is [CH3:13][O:14][C:15]([N:17]1[CH2:22][CH:21]([CH2:41][CH:38]([CH2:37][C:31]2[CH:32]=[CH:33][C:34]([F:36])=[CH:35][C:30]=2[F:29])[CH2:39][CH3:40])[C:20](=[O:23])[N:19]([CH3:24])[CH:18]1[C:25]([CH3:28])([CH3:27])[CH3:26])=[O:16]. (4) The reactants are Cl[C:2]1[CH:10]=[CH:9][C:8]([N+:11]([O-:13])=[O:12])=[CH:7][C:3]=1[C:4]([OH:6])=[O:5].[CH3:14][O-:15].[Na+]. No catalyst specified. The product is [CH3:14][O:15][C:2]1[CH:10]=[CH:9][C:8]([N+:11]([O-:13])=[O:12])=[CH:7][C:3]=1[C:4]([OH:6])=[O:5]. The yield is 0.810. (5) The reactants are [OH-:1].[Na+:2].C([OH:5])C.[CH:6]1[N:10]=[CH:9][N:8]([CH2:11][C:12]([P:18]([OH:21])([OH:20])=[O:19])([P:14]([OH:17])([OH:16])=[O:15])[OH:13])[CH:7]=1. The catalyst is O. The product is [CH:6]1[N:10]=[CH:9][N:8]([CH2:11][C:12]([P:14]([O-:17])([OH:16])=[O:15])([P:18]([O-:20])([OH:21])=[O:19])[OH:13])[CH:7]=1.[OH2:5].[OH2:1].[OH2:5].[OH2:5].[Na+:2].[Na+:2]. The yield is 0.840. (6) The reactants are [CH:1]1[C:10]2[C:5](=[CH:6][CH:7]=[CH:8][CH:9]=2)[CH:4]=[C:3]([C:11]([OH:13])=O)[N:2]=1.CN(C(ON1N=NC2C=CC=CC1=2)=[N+](C)C)C.F[P-](F)(F)(F)(F)F.CCN(C(C)C)C(C)C.[CH3:47][O:48][C:49]([C:51]1[C:59]2[N:58]=[C:57]([NH2:60])[NH:56][C:55]=2[C:54]([F:61])=[C:53]([O:62][CH2:63][CH3:64])[CH:52]=1)=[O:50]. The catalyst is CN(C=O)C. The product is [CH3:47][O:48][C:49]([C:51]1[C:59]2[NH:58][C:57]([NH:60][C:11]([C:3]3[N:2]=[CH:1][C:10]4[C:5]([CH:4]=3)=[CH:6][CH:7]=[CH:8][CH:9]=4)=[O:13])=[N:56][C:55]=2[C:54]([F:61])=[C:53]([O:62][CH2:63][CH3:64])[CH:52]=1)=[O:50]. The yield is 0.440.